From a dataset of Full USPTO retrosynthesis dataset with 1.9M reactions from patents (1976-2016). Predict the reactants needed to synthesize the given product. (1) Given the product [ClH:1].[CH:2]1([NH:7][C:8](=[O:17])[O:9][CH2:10][CH:11]2[CH2:12][CH2:13][N:14]([CH2:18][C:19]#[N:20])[CH2:15][CH2:16]2)[CH2:3][CH2:4][CH2:5][CH2:6]1, predict the reactants needed to synthesize it. The reactants are: [ClH:1].[CH:2]1([NH:7][C:8](=[O:17])[O:9][CH2:10][CH:11]2[CH2:16][CH2:15][NH:14][CH2:13][CH2:12]2)[CH2:6][CH2:5][CH2:4][CH2:3]1.[CH3:18][CH2:19][N:20](C(C)C)C(C)C.ICC#N.C([O-])([O-])=O.[Na+].[Na+].Cl.CCOCC. (2) Given the product [Br:9][CH2:2][C:1]([C:4]1[S:5][CH:6]=[CH:7][CH:8]=1)=[O:3], predict the reactants needed to synthesize it. The reactants are: [C:1]([C:4]1[S:5][CH:6]=[CH:7][CH:8]=1)(=[O:3])[CH3:2].[Br:9]Br.